From a dataset of Choline transporter screen with 302,306 compounds. Binary Classification. Given a drug SMILES string, predict its activity (active/inactive) in a high-throughput screening assay against a specified biological target. (1) The drug is O(CCCN1c2c(C(=O)C1=O)cccc2C)c1ccccc1. The result is 0 (inactive). (2) The compound is O1C2(OC(CC2)C)C(O)C(O)CC1CCO. The result is 0 (inactive). (3) The compound is S(c1n(c(nn1)CNC(=O)C12CC3CC(C2)CC(C1)C3)c1ccccc1)Cc1ccc(cc1)C(F)(F)F. The result is 0 (inactive). (4) The compound is s1c(NC(=O)c2c(cccc2)C(O)=O)nc(c1)C. The result is 0 (inactive). (5) The compound is Fc1ccc(Cn2c3c(c(c2)/C=N\NC(OC)=O)cccc3)cc1. The result is 0 (inactive).